From a dataset of Full USPTO retrosynthesis dataset with 1.9M reactions from patents (1976-2016). Predict the reactants needed to synthesize the given product. (1) Given the product [OH:1][C:2]1[CH:7]=[CH:6][C:5]([CH2:8][Br:33])=[CH:4][C:3]=1[N:9]1[N:13]=[C:12]2[CH:14]=[CH:15][C:16]([O:18][CH2:19][CH3:20])=[CH:17][C:11]2=[N:10]1, predict the reactants needed to synthesize it. The reactants are: [OH:1][C:2]1[CH:7]=[CH:6][C:5]([CH3:8])=[CH:4][C:3]=1[N:9]1[N:13]=[C:12]2[CH:14]=[CH:15][C:16]([O:18][CH2:19][CH3:20])=[CH:17][C:11]2=[N:10]1.N(C(C)(C)C#N)=NC(C)(C)C#N.[Br:33]Br. (2) Given the product [NH:16]1[C:20]2[CH:21]=[CH:22][C:23]([CH:25]=[C:9]3[C:8]4[C:12](=[CH:13][CH:14]=[C:6]([S:3]([NH:2][CH3:1])(=[O:5])=[O:4])[CH:7]=4)[NH:11][C:10]3=[O:15])=[CH:24][C:19]=2[N:18]=[N:17]1, predict the reactants needed to synthesize it. The reactants are: [CH3:1][NH:2][S:3]([C:6]1[CH:7]=[C:8]2[C:12](=[CH:13][CH:14]=1)[NH:11][C:10](=[O:15])[CH2:9]2)(=[O:5])=[O:4].[NH:16]1[C:20]2[CH:21]=[CH:22][C:23]([CH:25]=O)=[CH:24][C:19]=2[N:18]=[N:17]1. (3) The reactants are: [NH2:1][C:2]1[N:7]=[C:6]([O:8][CH3:9])[NH:5][C:4](=[O:10])[CH:3]=1.C(=O)([O-])[O-].[K+].[K+].[CH3:17][O:18][CH2:19][CH2:20][O:21][CH2:22][CH2:23]Br. Given the product [NH2:1][C:2]1[N:7]=[C:6]([O:8][CH3:9])[N:5]([CH2:23][CH2:22][O:21][CH2:20][CH2:19][O:18][CH3:17])[C:4](=[O:10])[CH:3]=1, predict the reactants needed to synthesize it. (4) Given the product [C:29]([OH:2])(=[O:30])[CH3:31].[CH3:28][C:29]1([CH3:31])[N:14]=[C:13]([NH:12][CH2:11][C:10]2[CH:9]=[CH:8][C:7]([CH3:6])=[CH:27][CH:26]=2)[NH:15][C:16]([NH:18][CH2:19][CH2:20][CH2:21][CH2:22][CH2:23][CH2:24][CH3:25])=[N:17]1, predict the reactants needed to synthesize it. The reactants are: C[OH:2].Cl.Cl.Cl.[CH3:6][C:7]1[CH:27]=[CH:26][C:10]([CH2:11][NH:12][C:13]([NH:15][C:16]([NH:18][CH2:19][CH2:20][CH2:21][CH2:22][CH2:23][CH2:24][CH3:25])=[NH:17])=[NH:14])=[CH:9][CH:8]=1.[CH3:28][C:29]([CH3:31])=[O:30]. (5) Given the product [C:1]([O:4][C:5]([CH3:19])([CH2:7][CH2:8][O:9][C:10]1[CH:15]=[CH:14][CH:13]=[C:12]([NH:16][S:20](=[O:23])(=[O:22])[NH2:21])[C:11]=1[C:17]#[N:18])[CH3:6])(=[O:3])[CH3:2], predict the reactants needed to synthesize it. The reactants are: [C:1]([O:4][C:5]([CH3:19])([CH2:7][CH2:8][O:9][C:10]1[CH:15]=[CH:14][CH:13]=[C:12]([NH2:16])[C:11]=1[C:17]#[N:18])[CH3:6])(=[O:3])[CH3:2].[S:20](Cl)(=[O:23])(=[O:22])[NH2:21].